Dataset: TCR-epitope binding with 47,182 pairs between 192 epitopes and 23,139 TCRs. Task: Binary Classification. Given a T-cell receptor sequence (or CDR3 region) and an epitope sequence, predict whether binding occurs between them. (1) The epitope is KLPDDFTGCV. The TCR CDR3 sequence is CASSYAGPGSGYTF. Result: 1 (the TCR binds to the epitope). (2) The epitope is MPASWVMRI. The TCR CDR3 sequence is CASSLDSASSYNEQFF. Result: 1 (the TCR binds to the epitope).